Task: Predict the product of the given reaction.. Dataset: Forward reaction prediction with 1.9M reactions from USPTO patents (1976-2016) (1) Given the reactants C[O:2][C:3](=[O:36])[C:4]1[CH:9]=[CH:8][C:7]([CH2:10][O:11][C:12]2[C:17]([C:18]3[N:22]([CH2:23][CH:24]4[CH2:29][CH2:28][CH2:27][CH2:26][CH2:25]4)[C:21]4[CH:30]=[C:31]([F:35])[C:32]([F:34])=[CH:33][C:20]=4[N:19]=3)=[CH:16][CH:15]=[CH:14][N:13]=2)=[CH:6][CH:5]=1.O.[OH-].[Li+], predict the reaction product. The product is: [CH:24]1([CH2:23][N:22]2[C:21]3[CH:30]=[C:31]([F:35])[C:32]([F:34])=[CH:33][C:20]=3[N:19]=[C:18]2[C:17]2[C:12]([O:11][CH2:10][C:7]3[CH:8]=[CH:9][C:4]([C:3]([OH:36])=[O:2])=[CH:5][CH:6]=3)=[N:13][CH:14]=[CH:15][CH:16]=2)[CH2:29][CH2:28][CH2:27][CH2:26][CH2:25]1. (2) Given the reactants [C:1]([NH:8][C@H:9]([C:17]([OH:19])=O)[CH2:10][C:11]1[CH:16]=[CH:15][CH:14]=[CH:13][CH:12]=1)([O:3][C:4]([CH3:7])([CH3:6])[CH3:5])=[O:2].Cl.[CH2:21]([O:28][C:29](=[O:35])[C@@H:30]1[CH2:34][CH2:33][CH2:32][NH:31]1)[C:22]1[CH:27]=[CH:26][CH:25]=[CH:24][CH:23]=1.C1CN([P+](ON2N=NC3C=CC=CC2=3)(N2CCCC2)N2CCCC2)CC1.F[P-](F)(F)(F)(F)F.CCN(C(C)C)C(C)C, predict the reaction product. The product is: [C:4]([O:3][C:1]([NH:8][C@@H:9]([CH2:10][C:11]1[CH:12]=[CH:13][CH:14]=[CH:15][CH:16]=1)[C:17]([N:31]1[CH2:32][CH2:33][CH2:34][C@H:30]1[C:29]([O:28][CH2:21][C:22]1[CH:27]=[CH:26][CH:25]=[CH:24][CH:23]=1)=[O:35])=[O:19])=[O:2])([CH3:5])([CH3:6])[CH3:7]. (3) Given the reactants CS([O:5][C@@:6]([C:16]1[CH:21]=[C:20]([F:22])[CH:19]=[CH:18][C:17]=1[NH2:23])([C:11]#[C:12][CH:13]1[CH2:15][CH2:14]1)[C:7]([F:10])([F:9])[F:8])(=O)=O.[OH-].[Na+].[C:26]([O-])([O-])=[O:27].[Na+].[Na+].ClC(Cl)(OC(=O)OC(Cl)(Cl)Cl)Cl, predict the reaction product. The product is: [CH:13]1([C:12]#[C:11][C@:6]2([C:7]([F:10])([F:9])[F:8])[C:16]3[CH:21]=[C:20]([F:22])[CH:19]=[CH:18][C:17]=3[NH:23][C:26](=[O:27])[O:5]2)[CH2:15][CH2:14]1. (4) Given the reactants C(O[C:4]([C:6]1[CH:7]=[C:8]2[C:12](=[CH:13][CH:14]=1)[NH:11][N:10]=[C:9]2[C:15]1[CH:24]=[CH:23][C:22]2[C:17](=[CH:18][CH:19]=[C:20]([O:25][CH2:26][CH:27]3[CH2:32][N:31]([CH3:33])[CH2:30][CH2:29][N:28]3[CH3:34])[CH:21]=2)[CH:16]=1)=[NH:5])C.[CH3:35][C:36]([CH3:43])([CH3:42])[CH2:37][C:38]([NH:40][NH2:41])=O.C(N(CC)CC)C, predict the reaction product. The product is: [CH3:34][N:28]1[CH2:29][CH2:30][N:31]([CH3:33])[CH2:32][CH:27]1[CH2:26][O:25][C:20]1[CH:21]=[C:22]2[C:17](=[CH:18][CH:19]=1)[CH:16]=[C:15]([C:9]1[C:8]3[C:12](=[CH:13][CH:14]=[C:6]([C:4]4[N:5]=[C:38]([CH2:37][C:36]([CH3:43])([CH3:42])[CH3:35])[NH:40][N:41]=4)[CH:7]=3)[NH:11][N:10]=1)[CH:24]=[CH:23]2. (5) Given the reactants [Cl:1][C:2]1[CH:7]=[C:6]([C:8]2[C:17]3[C:12](=[CH:13][C:14]([S:18]([N:21]([C:31]4[CH:35]=[CH:34][O:33][N:32]=4)CC4C=CC(OC)=CC=4)(=[O:20])=[O:19])=[CH:15][CH:16]=3)[CH:11]=[C:10]([OH:36])[N:9]=2)[C:5]([O:37][CH3:38])=[CH:4][C:3]=1[C:39]1[CH:44]=[CH:43][CH:42]=[C:41]([F:45])[CH:40]=1.[C:46]([OH:52])([C:48]([F:51])([F:50])[F:49])=[O:47], predict the reaction product. The product is: [F:49][C:48]([F:51])([F:50])[C:46]([OH:52])=[O:47].[Cl:1][C:2]1[CH:7]=[C:6]([C:8]2[NH:9][C:10](=[O:36])[CH:11]=[C:12]3[C:17]=2[CH:16]=[CH:15][C:14]([S:18]([NH:21][C:31]2[CH:35]=[CH:34][O:33][N:32]=2)(=[O:19])=[O:20])=[CH:13]3)[C:5]([O:37][CH3:38])=[CH:4][C:3]=1[C:39]1[CH:44]=[CH:43][CH:42]=[C:41]([F:45])[CH:40]=1. (6) Given the reactants [N-:1]=[N+:2]=[N-:3].[Na+].Cl[CH2:6][C:7]([C:9]1[CH:10]=[CH:11][C:12]2[N:16]=[C:15]([C@@H:17]3[CH2:21][CH2:20][CH2:19][N:18]3[C:22]([O:24][C:25]([CH3:28])([CH3:27])[CH3:26])=[O:23])[NH:14][C:13]=2[CH:29]=1)=[O:8], predict the reaction product. The product is: [N:1]([CH2:6][C:7]([C:9]1[CH:10]=[CH:11][C:12]2[N:16]=[C:15]([C@@H:17]3[CH2:21][CH2:20][CH2:19][N:18]3[C:22]([O:24][C:25]([CH3:28])([CH3:27])[CH3:26])=[O:23])[NH:14][C:13]=2[CH:29]=1)=[O:8])=[N+:2]=[N-:3]. (7) Given the reactants [CH:1]([C:3]1[CH:12]=[CH:11][C:6]([C:7]([O:9][CH3:10])=[O:8])=[CH:5][C:4]=1[N+:13]([O-])=O)=[O:2].Cl, predict the reaction product. The product is: [NH2:13][C:4]1[CH:5]=[C:6]([CH:11]=[CH:12][C:3]=1[CH:1]=[O:2])[C:7]([O:9][CH3:10])=[O:8]. (8) The product is: [Br:1][CH2:2][CH2:3][O:17][C:15]1[CH:16]=[C:11]([N:5]2[CH2:6][CH2:7][O:8][CH2:9][CH2:10]2)[CH:12]=[CH:13][C:14]=1[N+:18]([O-:20])=[O:19]. Given the reactants [Br:1][CH2:2][CH2:3]Br.[N:5]1([C:11]2[CH:12]=[CH:13][C:14]([N+:18]([O-:20])=[O:19])=[C:15]([OH:17])[CH:16]=2)[CH2:10][CH2:9][O:8][CH2:7][CH2:6]1.C(=O)([O-])[O-].[K+].[K+].C1(O)C=CC=CC=1.BrC(Br)C, predict the reaction product.